This data is from Full USPTO retrosynthesis dataset with 1.9M reactions from patents (1976-2016). The task is: Predict the reactants needed to synthesize the given product. Given the product [CH:18]([N:17]1[C:11]2[CH:10]=[C:9]([NH:8][C:6]3[CH:5]=[CH:4][N:3]=[C:2]([C:26]#[C:25][C:24]([O:23][CH3:22])([CH3:28])[CH3:27])[N:7]=3)[N:14]=[CH:13][C:12]=2[N:15]=[C:16]1[CH3:21])([CH3:20])[CH3:19], predict the reactants needed to synthesize it. The reactants are: Cl[C:2]1[N:7]=[C:6]([NH:8][C:9]2[N:14]=[CH:13][C:12]3[N:15]=[C:16]([CH3:21])[N:17]([CH:18]([CH3:20])[CH3:19])[C:11]=3[CH:10]=2)[CH:5]=[CH:4][N:3]=1.[CH3:22][O:23][C:24]([CH3:28])([CH3:27])[C:25]#[CH:26].C1(P(C2C=CC=CC=2)C2C=CC=CC=2)C=CC=CC=1.C(N(CC)CC)C.